Dataset: CYP2C19 inhibition data for predicting drug metabolism from PubChem BioAssay. Task: Regression/Classification. Given a drug SMILES string, predict its absorption, distribution, metabolism, or excretion properties. Task type varies by dataset: regression for continuous measurements (e.g., permeability, clearance, half-life) or binary classification for categorical outcomes (e.g., BBB penetration, CYP inhibition). Dataset: cyp2c19_veith. (1) The molecule is O=c1cc(O)cc(/C=C\c2ccc(O)c(O)c2)o1. The result is 0 (non-inhibitor). (2) The molecule is CC(/C=N/NC(=O)c1cccc([N+](=O)[O-])c1)=C\c1ccccc1. The result is 0 (non-inhibitor). (3) The molecule is Clc1ccc(C2=CCC[C@H]3CC[C@@H]2N3)cn1. The result is 0 (non-inhibitor).